This data is from NCI-60 drug combinations with 297,098 pairs across 59 cell lines. The task is: Regression. Given two drug SMILES strings and cell line genomic features, predict the synergy score measuring deviation from expected non-interaction effect. (1) Drug 1: CS(=O)(=O)C1=CC(=C(C=C1)C(=O)NC2=CC(=C(C=C2)Cl)C3=CC=CC=N3)Cl. Drug 2: C1C(C(OC1N2C=NC(=NC2=O)N)CO)O. Cell line: UO-31. Synergy scores: CSS=34.7, Synergy_ZIP=-4.25, Synergy_Bliss=-0.682, Synergy_Loewe=1.28, Synergy_HSA=1.45. (2) Synergy scores: CSS=42.9, Synergy_ZIP=-14.4, Synergy_Bliss=-7.15, Synergy_Loewe=-5.76, Synergy_HSA=-4.58. Cell line: DU-145. Drug 1: C1=CC(=CC=C1CCC2=CNC3=C2C(=O)NC(=N3)N)C(=O)NC(CCC(=O)O)C(=O)O. Drug 2: C1CN1P(=S)(N2CC2)N3CC3. (3) Drug 1: CCCS(=O)(=O)NC1=C(C(=C(C=C1)F)C(=O)C2=CNC3=C2C=C(C=N3)C4=CC=C(C=C4)Cl)F. Drug 2: CN1C2=C(C=C(C=C2)N(CCCl)CCCl)N=C1CCCC(=O)O.Cl. Cell line: PC-3. Synergy scores: CSS=4.99, Synergy_ZIP=0.952, Synergy_Bliss=3.04, Synergy_Loewe=2.18, Synergy_HSA=1.65.